This data is from CYP2C9 inhibition data for predicting drug metabolism from PubChem BioAssay. The task is: Regression/Classification. Given a drug SMILES string, predict its absorption, distribution, metabolism, or excretion properties. Task type varies by dataset: regression for continuous measurements (e.g., permeability, clearance, half-life) or binary classification for categorical outcomes (e.g., BBB penetration, CYP inhibition). Dataset: cyp2c9_veith. (1) The molecule is Cc1nc2cnc(N(C)C)nc2n(CCC#N)c1=O. The result is 0 (non-inhibitor). (2) The compound is O=C(c1ccncc1)N1CCC2(CC1)CN(c1ccccc1)C2. The result is 1 (inhibitor). (3) The result is 0 (non-inhibitor). The compound is Cc1ccn2c(CCc3nnc4cc(C)ccn34)nnc2c1. (4) The molecule is CN(C)CCSCCO. The result is 0 (non-inhibitor).